Dataset: Retrosynthesis with 50K atom-mapped reactions and 10 reaction types from USPTO. Task: Predict the reactants needed to synthesize the given product. (1) Given the product CCOC(=O)c1c(/C=C/c2cccc(OC)c2OCC(C)C)nc2sccn12, predict the reactants needed to synthesize it. The reactants are: COc1cccc(/C=C/c2nc3sccn3c2C(=O)O)c1OCC1CC1.COc1cccc(C=O)c1OCC(C)C. (2) Given the product Cc1noc(-c2ccc(Br)cc2)c1NC(C)CCc1c(F)cccc1Cl, predict the reactants needed to synthesize it. The reactants are: CC(=O)CCc1c(F)cccc1Cl.Cc1noc(-c2ccc(Br)cc2)c1N.